Dataset: Full USPTO retrosynthesis dataset with 1.9M reactions from patents (1976-2016). Task: Predict the reactants needed to synthesize the given product. (1) Given the product [CH:24]1([N:25]([CH3:26])[C:2]2[C:3]3[C:15]4[CH2:16][CH2:17][CH2:18][CH2:19][C:14]=4[S:13][C:4]=3[N:5]=[C:6]([CH2:8][O:9][C:10](=[O:12])[CH3:11])[N:7]=2)[CH2:21][CH2:23]1, predict the reactants needed to synthesize it. The reactants are: Cl[C:2]1[C:3]2[C:15]3[CH2:16][CH2:17][CH2:18][CH2:19][C:14]=3[S:13][C:4]=2[N:5]=[C:6]([CH2:8][O:9][C:10](=[O:12])[CH3:11])[N:7]=1.Cl.[CH:21]1([CH2:24][NH2:25])[CH2:23]C1.[CH2:26](N(CC)CC)C. (2) Given the product [S:1]([OH:5])([OH:4])(=[O:3])=[O:2].[CH2:45]([N:8]([CH2:6][CH3:7])[CH2:9][CH2:10][N:11]([CH2:29][CH2:30][NH:31][CH2:32][CH2:33][C:34]1[C:42]2[S:41][C:40](=[O:43])[NH:39][C:38]=2[C:37]([OH:44])=[CH:36][CH:35]=1)[C:12](=[O:28])[CH2:13][CH2:14][O:15][CH2:16][CH2:17][C:18]1[C:27]2[C:22](=[CH:23][CH:24]=[CH:25][CH:26]=2)[CH:21]=[CH:20][CH:19]=1)[CH3:46], predict the reactants needed to synthesize it. The reactants are: [S:1](=[O:5])(=[O:4])([OH:3])[OH:2].[CH2:6]([N:8]([CH2:45][CH3:46])[CH2:9][CH2:10][N:11]([CH2:29][CH2:30][NH:31][CH2:32][CH2:33][C:34]1[C:42]2[S:41][C:40](=[O:43])[NH:39][C:38]=2[C:37]([OH:44])=[CH:36][CH:35]=1)[C:12](=[O:28])[CH2:13][CH2:14][O:15][CH2:16][CH2:17][C:18]1[C:27]2[C:22](=[CH:23][CH:24]=[CH:25][CH:26]=2)[CH:21]=[CH:20][CH:19]=1)[CH3:7].C(OC)(C)(C)C. (3) Given the product [N:13]1[CH:14]=[CH:15][CH:16]=[C:11]([C:10]2[C:6]3[CH:5]=[CH:4][C:3]([OH:2])=[CH:17][C:7]=3[S:8][CH:9]=2)[CH:12]=1, predict the reactants needed to synthesize it. The reactants are: C[O:2][C:3]1[CH:4]=[CH:5][C:6]2[C:10]([C:11]3[CH:12]=[N:13][CH:14]=[CH:15][CH:16]=3)=[CH:9][S:8][C:7]=2[CH:17]=1.[OH-].[Na+].C(=O)(O)[O-].[Na+]. (4) Given the product [CH:2]1[C:3]([C:4]([O:6][CH2:7][CH3:8])=[O:5])=[CH:9][N:11]2[C:10]=1[CH:15]=[CH:14][CH:13]=[CH:12]2, predict the reactants needed to synthesize it. The reactants are: O[CH:2]([C:10]1[CH:15]=[CH:14][CH:13]=[CH:12][N:11]=1)[C:3](=[CH2:9])[C:4]([O:6][CH2:7][CH3:8])=[O:5]. (5) Given the product [NH2:5][C:6]12[CH2:7][C:8]3([CH3:17])[CH2:14][CH:12]([CH2:11][C:10]([CH3:16])([CH2:9]3)[CH2:15]1)[CH2:13]2, predict the reactants needed to synthesize it. The reactants are: ClCC([NH:5][C:6]12[CH2:15][C:10]3([CH3:16])[CH2:11][CH:12]([CH2:14][C:8]([CH3:17])([CH2:9]3)[CH2:7]1)[CH2:13]2)=O.C(O)C.NC(N)=S.[OH-].[Na+]. (6) The reactants are: Cl[C:2]1[C:11]2[C:6](=[CH:7][C:8]([F:13])=[CH:9][C:10]=2[F:12])[N:5]=[C:4]([C:14]2[CH:19]=[CH:18][CH:17]=[CH:16][C:15]=2[S:20]([CH3:23])(=[O:22])=[O:21])[C:3]=1[CH3:24].[O:25]1[CH2:30][CH2:29][N:28]([C:31]2[CH:37]=[CH:36][C:35]([N:38]3[CH2:43][CH2:42][O:41][CH2:40][CH2:39]3)=[CH:34][C:32]=2[NH2:33])[CH2:27][CH2:26]1. Given the product [N:28]1([C:31]2[CH:37]=[CH:36][C:35]([N:38]3[CH2:39][CH2:40][O:41][CH2:42][CH2:43]3)=[CH:34][C:32]=2[NH:33][C:2]2[C:11]3[C:6](=[CH:7][C:8]([F:13])=[CH:9][C:10]=3[F:12])[N:5]=[C:4]([C:14]3[CH:19]=[CH:18][CH:17]=[CH:16][C:15]=3[S:20]([CH3:23])(=[O:22])=[O:21])[C:3]=2[CH3:24])[CH2:29][CH2:30][O:25][CH2:26][CH2:27]1, predict the reactants needed to synthesize it. (7) Given the product [Br:12][C:5]1[CH:6]=[CH:7][CH:8]=[C:9]2[C:4]=1[N:3]=[C:2]([C:19]1[CH:20]=[C:21]([C:23]([CH3:24])([CH3:26])[CH3:25])[CH:22]=[C:17]([C:13]([CH3:16])([CH3:15])[CH3:14])[C:18]=1[O:30][CH3:31])[CH:11]=[CH:10]2, predict the reactants needed to synthesize it. The reactants are: Br[C:2]1[CH:11]=[CH:10][C:9]2[C:4](=[C:5]([Br:12])[CH:6]=[CH:7][CH:8]=2)[N:3]=1.[C:13]([C:17]1[C:18]([O:30][CH3:31])=[C:19](B(O)O)[CH:20]=[C:21]([C:23]([CH3:26])([CH3:25])[CH3:24])[CH:22]=1)([CH3:16])([CH3:15])[CH3:14].C([O-])([O-])=O.[K+].[K+].CC1C=CC=CC=1P(C1C=CC=CC=1C)C1C=CC=CC=1C. (8) Given the product [Cl:32][C:30]1[CH:29]=[CH:28][C:17]([O:18][C:19]2[CH:20]=[C:21]([CH:25]=[CH:26][CH:27]=2)[C:22]([NH2:24])=[O:23])=[C:16]([NH:15][C:2]2[C:3]3[C:8](=[N:7][C:6]([CH2:12][CH2:13][CH3:14])=[CH:5][CH:4]=3)[N:9]=[CH:10][CH:11]=2)[CH:31]=1, predict the reactants needed to synthesize it. The reactants are: Cl[C:2]1[CH:11]=[CH:10][N:9]=[C:8]2[C:3]=1[CH:4]=[CH:5][C:6]([CH2:12][CH2:13][CH3:14])=[N:7]2.[NH2:15][C:16]1[CH:31]=[C:30]([Cl:32])[CH:29]=[CH:28][C:17]=1[O:18][C:19]1[CH:20]=[C:21]([CH:25]=[CH:26][CH:27]=1)[C:22]([NH2:24])=[O:23].